From a dataset of Catalyst prediction with 721,799 reactions and 888 catalyst types from USPTO. Predict which catalyst facilitates the given reaction. Reactant: [OH:1][C:2]1[CH:3]=[C:4]2[C:9](=[CH:10][CH:11]=1)[CH:8]=[C:7]([C:12]1([NH:20][C:21](=[O:27])[O:22][C:23]([CH3:26])([CH3:25])[CH3:24])[CH2:17][O:16][C:15]([CH3:19])([CH3:18])[O:14][CH2:13]1)[CH:6]=[CH:5]2.C1(P(C2C=CC=CC=2)C2C=CC=CC=2)C=CC=CC=1.[CH2:47]([C@H:51]1[CH2:56][CH2:55][C@H:54](O)[CH2:53][CH2:52]1)[CH2:48][CH2:49][CH3:50].N(C(OC(C)C)=O)=NC(OC(C)C)=O. The catalyst class is: 54. Product: [C:23]([O:22][C:21](=[O:27])[NH:20][C:12]1([C:7]2[CH:6]=[CH:5][C:4]3[C:9](=[CH:10][CH:11]=[C:2]([O:1][C@H:54]4[CH2:55][CH2:56][C@@H:51]([CH2:47][CH2:48][CH2:49][CH3:50])[CH2:52][CH2:53]4)[CH:3]=3)[CH:8]=2)[CH2:17][O:16][C:15]([CH3:19])([CH3:18])[O:14][CH2:13]1)([CH3:26])([CH3:25])[CH3:24].